Dataset: NCI-60 drug combinations with 297,098 pairs across 59 cell lines. Task: Regression. Given two drug SMILES strings and cell line genomic features, predict the synergy score measuring deviation from expected non-interaction effect. (1) Synergy scores: CSS=25.5, Synergy_ZIP=-6.29, Synergy_Bliss=2.70, Synergy_Loewe=0.426, Synergy_HSA=0.802. Drug 2: C1=CC(=CC=C1CCCC(=O)O)N(CCCl)CCCl. Cell line: A498. Drug 1: C1=CC(=CC=C1CC(C(=O)O)N)N(CCCl)CCCl.Cl. (2) Drug 1: CC1CCC2CC(C(=CC=CC=CC(CC(C(=O)C(C(C(=CC(C(=O)CC(OC(=O)C3CCCCN3C(=O)C(=O)C1(O2)O)C(C)CC4CCC(C(C4)OC)O)C)C)O)OC)C)C)C)OC. Drug 2: C1CN1C2=NC(=NC(=N2)N3CC3)N4CC4. Cell line: OVCAR-4. Synergy scores: CSS=19.1, Synergy_ZIP=-8.91, Synergy_Bliss=-4.95, Synergy_Loewe=-5.01, Synergy_HSA=-4.30. (3) Drug 1: C1=CN(C(=O)N=C1N)C2C(C(C(O2)CO)O)O.Cl. Drug 2: C1=CC=C(C(=C1)C(C2=CC=C(C=C2)Cl)C(Cl)Cl)Cl. Cell line: KM12. Synergy scores: CSS=31.3, Synergy_ZIP=-4.62, Synergy_Bliss=-4.09, Synergy_Loewe=-24.5, Synergy_HSA=-4.24. (4) Drug 1: C1CN1C2=NC(=NC(=N2)N3CC3)N4CC4. Drug 2: CNC(=O)C1=NC=CC(=C1)OC2=CC=C(C=C2)NC(=O)NC3=CC(=C(C=C3)Cl)C(F)(F)F. Cell line: SK-MEL-5. Synergy scores: CSS=6.38, Synergy_ZIP=-19.6, Synergy_Bliss=-41.0, Synergy_Loewe=-44.4, Synergy_HSA=-38.8. (5) Drug 1: CC12CCC(CC1=CCC3C2CCC4(C3CC=C4C5=CN=CC=C5)C)O. Drug 2: C1=NC2=C(N1)C(=S)N=CN2. Cell line: EKVX. Synergy scores: CSS=2.80, Synergy_ZIP=-0.762, Synergy_Bliss=-0.0972, Synergy_Loewe=-2.06, Synergy_HSA=-2.28. (6) Drug 1: CCC(=C(C1=CC=CC=C1)C2=CC=C(C=C2)OCCN(C)C)C3=CC=CC=C3.C(C(=O)O)C(CC(=O)O)(C(=O)O)O. Synergy scores: CSS=58.0, Synergy_ZIP=7.04, Synergy_Bliss=4.51, Synergy_Loewe=-10.5, Synergy_HSA=7.56. Drug 2: CC1CCCC2(C(O2)CC(NC(=O)CC(C(C(=O)C(C1O)C)(C)C)O)C(=CC3=CSC(=N3)C)C)C. Cell line: HCT-15.